From a dataset of hERG potassium channel inhibition data for cardiac toxicity prediction from Karim et al.. Regression/Classification. Given a drug SMILES string, predict its toxicity properties. Task type varies by dataset: regression for continuous values (e.g., LD50, hERG inhibition percentage) or binary classification for toxic/non-toxic outcomes (e.g., AMES mutagenicity, cardiotoxicity, hepatotoxicity). Dataset: herg_karim. (1) The compound is O=C(C1CC12CCN(C1CCCCC1)CC2)N1CCN(C2CCCCC2)CC1. The result is 0 (non-blocker). (2) The compound is Oc1ccc2ccccc2c1SSc1c(O)ccc2ccccc12. The result is 0 (non-blocker). (3) The drug is CCN(CC)Cc1ccc2c(c1)CC[C@H](N1CCN(CCc3cccs3)CC1=O)C2. The result is 0 (non-blocker). (4) The compound is CC(C)N1CCN(C(=O)c2ccc(CN3CCC(F)CC3)cc2)CC1. The result is 0 (non-blocker).